From a dataset of Catalyst prediction with 721,799 reactions and 888 catalyst types from USPTO. Predict which catalyst facilitates the given reaction. Reactant: [CH3:1][O:2][C:3]1[CH:4]=[C:5]([C:11]([C@@H:13]2[C@:22]3([CH3:23])[C@H:17]([C:18]([CH3:25])([CH3:24])[CH2:19][CH2:20][CH2:21]3)[CH2:16][C@@H:15]([NH:26][C:27](=O)[O:28]C(C)=C)[C@H:14]2[CH3:33])=[O:12])[CH:6]=[C:7]([O:9][CH3:10])[CH:8]=1.[CH3:34][N:35]1[CH2:40][CH2:39][NH:38][CH2:37][CH2:36]1.CN1CCCC1. Product: [CH3:1][O:2][C:3]1[CH:4]=[C:5]([C:11]([C@@H:13]2[C@:22]3([CH3:23])[C@H:17]([C:18]([CH3:25])([CH3:24])[CH2:19][CH2:20][CH2:21]3)[CH2:16][C@@H:15]([NH:26][C:27]([N:38]3[CH2:39][CH2:40][N:35]([CH3:34])[CH2:36][CH2:37]3)=[O:28])[C@H:14]2[CH3:33])=[O:12])[CH:6]=[C:7]([O:9][CH3:10])[CH:8]=1. The catalyst class is: 11.